Predict the product of the given reaction. From a dataset of Forward reaction prediction with 1.9M reactions from USPTO patents (1976-2016). (1) Given the reactants Br.Br.[CH3:3][O:4][C:5]1[CH:6]=[C:7]([CH:15]=[CH:16][C:17]=1[C:18]([F:21])([F:20])[F:19])[CH2:8][CH:9]1[CH2:14][NH:13][CH2:12][CH2:11][NH:10]1.[I-].[K+].C(N(CC)C(C)C)(C)C.Cl.[Cl:34][CH2:35][CH2:36][N:37]1[CH2:42][CH2:41][O:40][C@@H:39]([CH2:43][O:44][CH3:45])[CH2:38]1.[F:46][C:47]([F:62])([F:61])[C:48]1[CH:49]=[C:50]([CH:54]=[C:55]([C:57]([F:60])([F:59])[F:58])[CH:56]=1)[C:51]([Cl:53])=[O:52].Cl, predict the reaction product. The product is: [ClH:34].[ClH:53].[F:46][C:47]([F:61])([F:62])[C:48]1[CH:49]=[C:50]([CH:54]=[C:55]([C:57]([F:60])([F:58])[F:59])[CH:56]=1)[C:51]([N:10]1[CH2:11][CH2:12][N:13]([CH2:35][CH2:36][N:37]2[CH2:42][CH2:41][O:40][C@H:39]([CH2:43][O:44][CH3:45])[CH2:38]2)[CH2:14][CH:9]1[CH2:8][C:7]1[CH:15]=[CH:16][C:17]([C:18]([F:20])([F:21])[F:19])=[C:5]([O:4][CH3:3])[CH:6]=1)=[O:52]. (2) Given the reactants [NH:1]([C:13]([O:15][C:16]([CH3:19])([CH3:18])[CH3:17])=[O:14])[C@H:2]([C:10]([OH:12])=O)[CH2:3][CH:4]1[CH2:9][CH2:8][CH2:7][CH2:6][CH2:5]1.CCN(C(C)C)C(C)C.F[P-](F)(F)(F)(F)F.N1(O[P+](N(C)C)(N(C)C)N(C)C)C2C=CC=CC=2N=N1.[S:56]1[CH:60]=[CH:59][N:58]=[C:57]1[NH2:61], predict the reaction product. The product is: [C:16]([O:15][C:13](=[O:14])[NH:1][C@H:2]([C:10](=[O:12])[NH:61][C:57]1[S:56][CH:60]=[CH:59][N:58]=1)[CH2:3][CH:4]1[CH2:5][CH2:6][CH2:7][CH2:8][CH2:9]1)([CH3:19])([CH3:18])[CH3:17]. (3) Given the reactants [CH2:1]([N:8]1[CH2:13][CH2:12][C:11]2([N:17]3[N:18]=[C:19]([C:23]4[CH:28]=[CH:27][C:26]([O:29][C:30]5[CH:35]=[CH:34][CH:33]=[CH:32][CH:31]=5)=[CH:25][CH:24]=4)[C:20]([C:21]#[N:22])=[C:16]3[NH:15][CH2:14]2)[CH2:10][CH2:9]1)[C:2]1[CH:7]=[CH:6][CH:5]=[CH:4][CH:3]=1.ClCCC(NC1C=C(C2N3N=C(C4C=CC(OC5C=CC=CC=5)=CC=4)C(C(N)=O)=C3NCC2)C=CC=1)=[O:40], predict the reaction product. The product is: [CH2:1]([N:8]1[CH2:9][CH2:10][C:11]2([N:17]3[N:18]=[C:19]([C:23]4[CH:24]=[CH:25][C:26]([O:29][C:30]5[CH:35]=[CH:34][CH:33]=[CH:32][CH:31]=5)=[CH:27][CH:28]=4)[C:20]([C:21]([NH2:22])=[O:40])=[C:16]3[NH:15][CH2:14]2)[CH2:12][CH2:13]1)[C:2]1[CH:3]=[CH:4][CH:5]=[CH:6][CH:7]=1.